From a dataset of Forward reaction prediction with 1.9M reactions from USPTO patents (1976-2016). Predict the product of the given reaction. (1) Given the reactants [C:1](OC(=O)C)(=O)[CH3:2].C[O:9][C:10]1[CH:15]=[CH:14][C:13]([C:16]2[N:21]=[C:20](O)[CH:19]=[N:18][C:17]=2[CH3:23])=[C:12](C)[CH:11]=1.B(Br)(Br)Br.OC1C=CC(B(O)O)=CC=1.BrC1N2C=CN=C2C=CC=1.FC(F)(F)C(O)=O, predict the reaction product. The product is: [N:18]1[CH:19]=[CH:20][N:21]2[C:16]([C:13]3[CH:12]=[CH:11][C:10]([OH:9])=[CH:15][CH:14]=3)=[CH:2][CH:1]=[CH:23][C:17]=12. (2) Given the reactants [C:1]([NH:5][C:6]([C:8]1[C:16]2[C:11](=[N:12][CH:13]=[C:14]([C:17]3[C:25]4[C:20](=[CH:21][C:22]([F:26])=[CH:23][CH:24]=4)[N:19]([CH2:27][CH:28]4[CH2:31][N:30](C(OC(C)(C)C)=O)[CH2:29]4)[N:18]=3)[N:15]=2)[N:10](COCC[Si](C)(C)C)[CH:9]=1)=[O:7])([CH3:4])([CH3:3])[CH3:2].[F:47][C:48]([F:53])([F:52])[C:49]([OH:51])=[O:50], predict the reaction product. The product is: [F:47][C:48]([F:53])([F:52])[C:49]([OH:51])=[O:50].[C:1]([NH:5][C:6]([C:8]1[C:16]2[C:11](=[N:12][CH:13]=[C:14]([C:17]3[C:25]4[C:20](=[CH:21][C:22]([F:26])=[CH:23][CH:24]=4)[N:19]([CH2:27][CH:28]4[CH2:29][NH:30][CH2:31]4)[N:18]=3)[N:15]=2)[NH:10][CH:9]=1)=[O:7])([CH3:4])([CH3:2])[CH3:3]. (3) Given the reactants [F:1][C:2]1[CH:3]=[C:4]([CH:8]=[CH:9][CH:10]=1)[C:5]([NH2:7])=[NH:6].C[O:12][C:13](=O)[CH2:14][C:15](=O)[CH2:16][CH2:17][CH2:18][CH3:19].[O-]CC.[Na+], predict the reaction product. The product is: [CH2:16]([C:15]1[N:7]=[C:5]([C:4]2[CH:8]=[CH:9][CH:10]=[C:2]([F:1])[CH:3]=2)[NH:6][C:13](=[O:12])[CH:14]=1)[CH2:17][CH2:18][CH3:19]. (4) Given the reactants C(N(CC)CC)C.[C:8]([N:15]1[CH2:21][CH2:20][CH2:19][NH:18][CH2:17][CH2:16]1)([O:10][C:11]([CH3:14])([CH3:13])[CH3:12])=[O:9].[Br:22][C:23]1[CH:28]=[CH:27][C:26]([S:29](Cl)(=[O:31])=[O:30])=[C:25]([F:33])[CH:24]=1, predict the reaction product. The product is: [Br:22][C:23]1[CH:28]=[CH:27][C:26]([S:29]([N:18]2[CH2:19][CH2:20][CH2:21][N:15]([C:8]([O:10][C:11]([CH3:14])([CH3:13])[CH3:12])=[O:9])[CH2:16][CH2:17]2)(=[O:30])=[O:31])=[C:25]([F:33])[CH:24]=1. (5) Given the reactants C1([NH2+]C2CCCCC2)CCCCC1.[CH2:14]([C@H:18]1[O:20][C@@H:19]1[C:21]([O-:23])=O)[CH2:15][CH2:16][CH3:17].C(Cl)(=O)C(C)(C)C.C(N(CC)CC)C.Cl.[CH3:39][O:40][C:41](=[O:51])[C@H:42]([CH2:44][C:45]1[CH:50]=[CH:49][CH:48]=[CH:47][CH:46]=1)[NH2:43], predict the reaction product. The product is: [CH3:39][O:40][C:41](=[O:51])[C@@H:42]([NH:43][C:21]([C@@H:19]1[C@@H:18]([CH2:14][CH2:15][CH2:16][CH3:17])[O:20]1)=[O:23])[CH2:44][C:45]1[CH:50]=[CH:49][CH:48]=[CH:47][CH:46]=1.